This data is from Reaction yield outcomes from USPTO patents with 853,638 reactions. The task is: Predict the reaction yield, written as a fraction of the theoretical maximum amount of product (1.0 means a 100% yield; for example, 0.34 means a 34% yield). (1) The reactants are CCN(C(C)C)C(C)C.[F:10][C:11]([F:22])([F:21])[C:12]1[CH:20]=[CH:19][CH:18]=[CH:17][C:13]=1[C:14]([OH:16])=O.CCN=C=NCCCN(C)C.C1C=CC2N(O)N=NC=2C=1.[C:44]([N:51]1[CH2:56][CH2:55][NH:54][CH2:53][CH2:52]1)([O:46][C:47]([CH3:50])([CH3:49])[CH3:48])=[O:45]. The catalyst is CN(C=O)C.O. The product is [C:47]([O:46][C:44]([N:51]1[CH2:56][CH2:55][N:54]([C:14](=[O:16])[C:13]2[CH:17]=[CH:18][CH:19]=[CH:20][C:12]=2[C:11]([F:10])([F:22])[F:21])[CH2:53][CH2:52]1)=[O:45])([CH3:50])([CH3:48])[CH3:49]. The yield is 0.390. (2) The catalyst is CO. The yield is 1.00. The product is [CH3:16][NH:17][C:2]1[C:11]([N+:12]([O-:14])=[O:13])=[CH:10][CH:9]=[C:8]2[C:3]=1[C:4](=[O:15])[NH:5][CH:6]=[N:7]2. The reactants are Cl[C:2]1[C:11]([N+:12]([O-:14])=[O:13])=[CH:10][CH:9]=[C:8]2[C:3]=1[C:4](=[O:15])[NH:5][CH:6]=[N:7]2.[CH3:16][NH2:17].